From a dataset of NCI-60 drug combinations with 297,098 pairs across 59 cell lines. Regression. Given two drug SMILES strings and cell line genomic features, predict the synergy score measuring deviation from expected non-interaction effect. (1) Synergy scores: CSS=-3.46, Synergy_ZIP=2.16, Synergy_Bliss=0.454, Synergy_Loewe=-7.65, Synergy_HSA=-4.14. Drug 1: COC1=NC(=NC2=C1N=CN2C3C(C(C(O3)CO)O)O)N. Drug 2: C1C(C(OC1N2C=NC(=NC2=O)N)CO)O. Cell line: 786-0. (2) Drug 1: CN(C(=O)NC(C=O)C(C(C(CO)O)O)O)N=O. Drug 2: CC12CCC3C(C1CCC2OP(=O)(O)O)CCC4=C3C=CC(=C4)OC(=O)N(CCCl)CCCl.[Na+]. Cell line: SNB-75. Synergy scores: CSS=9.43, Synergy_ZIP=-0.00598, Synergy_Bliss=5.97, Synergy_Loewe=1.89, Synergy_HSA=3.74. (3) Drug 1: CC1=CC2C(CCC3(C2CCC3(C(=O)C)OC(=O)C)C)C4(C1=CC(=O)CC4)C. Drug 2: C#CCC(CC1=CN=C2C(=N1)C(=NC(=N2)N)N)C3=CC=C(C=C3)C(=O)NC(CCC(=O)O)C(=O)O. Cell line: NCI/ADR-RES. Synergy scores: CSS=-0.351, Synergy_ZIP=-0.390, Synergy_Bliss=-2.02, Synergy_Loewe=-1.66, Synergy_HSA=-2.14. (4) Drug 1: CC1=C(C(CCC1)(C)C)C=CC(=CC=CC(=CC(=O)O)C)C. Drug 2: CN1C2=C(C=C(C=C2)N(CCCl)CCCl)N=C1CCCC(=O)O.Cl. Cell line: SNB-19. Synergy scores: CSS=-3.74, Synergy_ZIP=1.01, Synergy_Bliss=-0.104, Synergy_Loewe=-4.21, Synergy_HSA=-3.73. (5) Drug 1: CS(=O)(=O)C1=CC(=C(C=C1)C(=O)NC2=CC(=C(C=C2)Cl)C3=CC=CC=N3)Cl. Drug 2: CCC1(C2=C(COC1=O)C(=O)N3CC4=CC5=C(C=CC(=C5CN(C)C)O)N=C4C3=C2)O.Cl. Cell line: NCI-H226. Synergy scores: CSS=19.0, Synergy_ZIP=-7.54, Synergy_Bliss=-2.60, Synergy_Loewe=-43.3, Synergy_HSA=-1.25. (6) Drug 1: CCC1(C2=C(COC1=O)C(=O)N3CC4=CC5=C(C=CC(=C5CN(C)C)O)N=C4C3=C2)O.Cl. Drug 2: CC1CCCC2(C(O2)CC(NC(=O)CC(C(C(=O)C(C1O)C)(C)C)O)C(=CC3=CSC(=N3)C)C)C. Cell line: UO-31. Synergy scores: CSS=27.1, Synergy_ZIP=-12.1, Synergy_Bliss=-5.03, Synergy_Loewe=-8.38, Synergy_HSA=-5.10. (7) Drug 1: CC1=C(C(CCC1)(C)C)C=CC(=CC=CC(=CC(=O)O)C)C. Drug 2: C(CN)CNCCSP(=O)(O)O. Cell line: A549. Synergy scores: CSS=23.6, Synergy_ZIP=-0.176, Synergy_Bliss=2.70, Synergy_Loewe=-19.0, Synergy_HSA=2.28. (8) Drug 1: C1CCC(C1)C(CC#N)N2C=C(C=N2)C3=C4C=CNC4=NC=N3. Drug 2: CC1=C(C=C(C=C1)NC(=O)C2=CC=C(C=C2)CN3CCN(CC3)C)NC4=NC=CC(=N4)C5=CN=CC=C5. Cell line: NCIH23. Synergy scores: CSS=11.1, Synergy_ZIP=-1.73, Synergy_Bliss=-3.08, Synergy_Loewe=-2.50, Synergy_HSA=-2.45. (9) Drug 1: CC1=C(C=C(C=C1)NC2=NC=CC(=N2)N(C)C3=CC4=NN(C(=C4C=C3)C)C)S(=O)(=O)N.Cl. Drug 2: CN1CCC(CC1)COC2=C(C=C3C(=C2)N=CN=C3NC4=C(C=C(C=C4)Br)F)OC. Cell line: NCI-H522. Synergy scores: CSS=29.4, Synergy_ZIP=-6.40, Synergy_Bliss=1.79, Synergy_Loewe=-14.0, Synergy_HSA=1.82.